Dataset: Full USPTO retrosynthesis dataset with 1.9M reactions from patents (1976-2016). Task: Predict the reactants needed to synthesize the given product. (1) Given the product [NH2:1][C:2]1[N:7]=[C:6]([CH:8]2[CH2:10][CH2:9]2)[N:5]=[C:4]([C:11]([OH:13])=[O:12])[C:3]=1/[CH:16]=[CH:17]/[Si:18]([CH3:19])([CH3:21])[CH3:20], predict the reactants needed to synthesize it. The reactants are: [NH2:1][C:2]1[N:7]=[C:6]([CH:8]2[CH2:10][CH2:9]2)[N:5]=[C:4]([C:11]([O:13]CC)=[O:12])[C:3]=1/[CH:16]=[CH:17]/[Si:18]([CH3:21])([CH3:20])[CH3:19].CO.O.O.[OH-].[Li+]. (2) Given the product [CH3:22][O:23][C:24](=[O:33])[CH2:25][C:26]1[CH:27]=[CH:28][C:29]([C:18]#[C:17][C:9]2[CH:8]=[C:7]([O:19][CH3:20])[C:6]3[CH:5]([N:4]([CH:1]4[CH2:3][CH2:2]4)[CH3:21])[CH2:14][CH2:13][C:12]([CH3:15])([CH3:16])[C:11]=3[CH:10]=2)=[CH:30][CH:31]=1, predict the reactants needed to synthesize it. The reactants are: [CH:1]1([N:4]([CH3:21])[CH:5]2[CH2:14][CH2:13][C:12]([CH3:16])([CH3:15])[C:11]3[CH:10]=[C:9]([C:17]#[CH:18])[CH:8]=[C:7]([O:19][CH3:20])[C:6]2=3)[CH2:3][CH2:2]1.[CH3:22][O:23][C:24](=[O:33])[CH2:25][C:26]1[CH:31]=[CH:30][C:29](I)=[CH:28][CH:27]=1.C(N(CC)CC)C.C(OCC)(=O)C. (3) Given the product [CH:11]([N:8]1[CH:7]=[N:6][C:5]2[C:9]1=[N:10][C:2]([NH:31][C@H:32]([CH2:36][CH3:37])[C@@H:33]([OH:35])[CH3:34])=[N:3][C:4]=2[NH:14][CH2:15][C:16]1[CH:17]=[N:18][CH:19]=[CH:20][CH:21]=1)([CH3:13])[CH3:12], predict the reactants needed to synthesize it. The reactants are: F[C:2]1[N:10]=[C:9]2[C:5]([N:6]=[CH:7][N:8]2[CH:11]([CH3:13])[CH3:12])=[C:4]([NH:14][CH2:15][C:16]2[CH:17]=[N:18][CH:19]=[CH:20][CH:21]=2)[N:3]=1.CCN(C(C)C)C(C)C.[NH2:31][C@H:32]([CH2:36][CH3:37])[C@@H:33]([OH:35])[CH3:34]. (4) Given the product [O:9]1[C:10]2[C:11](=[N:12][CH:13]=[CH:14][CH:15]=2)[CH2:16][CH2:4]1, predict the reactants needed to synthesize it. The reactants are: [H-].[Na+].[I-].[CH3:4][S+](C)C.[I-].[OH:9][C:10]1[C:11]([CH2:16][N+](C)(C)C)=[N:12][CH:13]=[CH:14][CH:15]=1. (5) Given the product [CH3:5][O:6][C:7]1[CH:12]=[CH:11][CH:10]=[CH:9][C:8]=1[NH:13][C:3]([NH2:2])=[S:4], predict the reactants needed to synthesize it. The reactants are: [NH4+].[N:2]#[C:3][S-:4].[CH3:5][O:6][C:7]1[C:8]([NH2:13])=[CH:9][CH:10]=[CH:11][CH:12]=1.N. (6) Given the product [ClH:1].[CH3:18][CH:17]([C:9]1[CH:8]=[C:7]([C:6]([F:21])([F:20])[F:5])[CH:12]=[C:11]([C:13]([F:16])([F:15])[F:14])[CH:10]=1)[NH2:4], predict the reactants needed to synthesize it. The reactants are: [ClH:1].CO[NH2:4].[F:5][C:6]([F:21])([F:20])[C:7]1[CH:8]=[C:9]([C:17](=O)[CH3:18])[CH:10]=[C:11]([C:13]([F:16])([F:15])[F:14])[CH:12]=1.C([O-])(=O)C.[Na+].Cl. (7) Given the product [CH:23]1([N:22]2[C:21]3[CH:29]=[CH:30][C:31]([C:33]([OH:35])=[O:34])=[CH:32][C:20]=3[N:19]=[C:18]2[C:13]2[CH:14]=[C:15]3[C:10](=[CH:11][CH:12]=2)[N:9]=[C:48]([C:39]2[CH:40]=[C:41]([CH3:47])[CH:42]=[C:43]([N+:44]([O-:46])=[O:45])[C:38]=2[OH:37])[CH:49]=[CH:16]3)[CH2:24][CH2:25][CH2:26][CH2:27][CH2:28]1, predict the reactants needed to synthesize it. The reactants are: BrC1C=CC(O)=C(C2C=[CH:16][C:15]3[C:10](=[CH:11][CH:12]=[C:13]([C:18]4[N:22]([CH:23]5[CH2:28][CH2:27][CH2:26][CH2:25][CH2:24]5)[C:21]5[CH:29]=[CH:30][C:31]([C:33]([OH:35])=[O:34])=[CH:32][C:20]=5[N:19]=4)[CH:14]=3)[N:9]=2)C=1.[OH:37][C:38]1[C:43]([N+:44]([O-:46])=[O:45])=[CH:42][C:41]([CH3:47])=[CH:40][C:39]=1[C:48](=O)[CH3:49].[OH-].[K+]. (8) Given the product [C:22]([O:21][C@@H:17]1[C@@H:18]([CH3:20])[CH2:19][N:14]([C:13]2[C:12]([NH2:33])=[CH:11][N:10]=[C:9]3[CH:5]([O:4][C:1](=[O:3])[CH3:2])[CH2:6][CH2:7][C:8]=23)[CH2:15][C@H:16]1[NH:25][C:26]([O:28][C:29]([CH3:30])([CH3:32])[CH3:31])=[O:27])(=[O:24])[CH3:23], predict the reactants needed to synthesize it. The reactants are: [C:1]([O:4][CH:5]1[C:9]2=[N:10][CH:11]=[C:12]([N+:33]([O-])=O)[C:13]([N:14]3[CH2:19][C@H:18]([CH3:20])[C@@H:17]([O:21][C:22](=[O:24])[CH3:23])[C@H:16]([NH:25][C:26]([O:28][C:29]([CH3:32])([CH3:31])[CH3:30])=[O:27])[CH2:15]3)=[C:8]2[CH2:7][CH2:6]1)(=[O:3])[CH3:2].O.CC(O)=O. (9) Given the product [CH2:16]([O:15][C:11](=[O:14])[CH2:12][NH:1][CH2:2][CH2:3][CH2:4][N:5]1[CH2:10][CH2:9][O:8][CH2:7][CH2:6]1)[CH3:17], predict the reactants needed to synthesize it. The reactants are: [NH2:1][CH2:2][CH2:3][CH2:4][N:5]1[CH2:10][CH2:9][O:8][CH2:7][CH2:6]1.[C:11]([O:15][CH2:16][CH3:17])(=[O:14])[CH:12]=O.CC(O)=O.[BH3-]C#N.[Na+]. (10) Given the product [CH3:1][N:2]1[C:10]2[C:5](=[C:6]([CH3:11])[CH:7]=[CH:8][CH:9]=2)[C:4]([CH2:12][N:13]2[C:17]3[CH:18]=[CH:19][CH:20]=[CH:21][C:16]=3[N:15]([C@@H:22]([CH2:27][CH2:28][CH3:29])[CH2:23][C:24]([O-:26])=[O:25])[C:14]2=[O:30])=[CH:3]1.[Na+:32], predict the reactants needed to synthesize it. The reactants are: [CH3:1][N:2]1[C:10]2[C:5](=[C:6]([CH3:11])[CH:7]=[CH:8][CH:9]=2)[C:4]([CH2:12][N:13]2[C:17]3[CH:18]=[CH:19][CH:20]=[CH:21][C:16]=3[N:15]([C@@H:22]([CH2:27][CH2:28][CH3:29])[CH2:23][C:24]([OH:26])=[O:25])[C:14]2=[O:30])=[CH:3]1.[OH-].[Na+:32].